From a dataset of Full USPTO retrosynthesis dataset with 1.9M reactions from patents (1976-2016). Predict the reactants needed to synthesize the given product. (1) Given the product [CH2:1]([NH:4][C:17](=[O:24])[C:18]1[CH:23]=[CH:22][CH:21]=[CH:20][CH:19]=1)[CH2:2][CH3:3], predict the reactants needed to synthesize it. The reactants are: [CH2:1]([NH2:4])[CH2:2][CH3:3].C(N(CC)CC)C.O1CCCC1.[C:17](Cl)(=[O:24])[C:18]1[CH:23]=[CH:22][CH:21]=[CH:20][CH:19]=1. (2) The reactants are: [Cl:1][C:2]1[CH:3]=[C:4]([C:29]([O:31]C)=[O:30])[C:5]([C:8]2[CH:13]=[CH:12][C:11]([Cl:14])=[C:10]([C:15]([NH:17][CH2:18][C:19]34[CH2:28][CH:23]5[CH2:24][CH:25]([CH2:27][CH:21]([CH2:22]5)[CH2:20]3)[CH2:26]4)=[O:16])[CH:9]=2)=[CH:6][CH:7]=1.[OH-].[K+].CO. Given the product [Cl:1][C:2]1[CH:3]=[C:4]([C:29]([OH:31])=[O:30])[C:5]([C:8]2[CH:13]=[CH:12][C:11]([Cl:14])=[C:10]([C:15]([NH:17][CH2:18][C:19]34[CH2:26][CH:25]5[CH2:24][CH:23]([CH2:22][CH:21]([CH2:27]5)[CH2:20]3)[CH2:28]4)=[O:16])[CH:9]=2)=[CH:6][CH:7]=1, predict the reactants needed to synthesize it. (3) Given the product [C:9]12([C:6]3[CH:5]=[CH:4][C:3]([CH2:2][OH:20])=[CH:8][CH:7]=3)[CH2:10][CH:11]3[CH2:12][CH:13]([CH2:14][CH:15]([CH2:17]3)[CH2:16]1)[CH2:18]2, predict the reactants needed to synthesize it. The reactants are: Br[CH2:2][C:3]1[CH:8]=[CH:7][C:6]([C:9]23[CH2:18][CH:13]4[CH2:14][CH:15]([CH2:17][CH:11]([CH2:12]4)[CH2:10]2)[CH2:16]3)=[CH:5][CH:4]=1.C([O-])([O-])=[O:20].[Na+].[Na+].O1CCOCC1.O.Cl. (4) Given the product [CH2:24]([O:31][C:32]1[CH:39]=[C:38]([O:40][CH2:41][O:42][CH3:43])[CH:37]=[CH:36][C:33]=1[CH:34]([C:2]1[CH:7]=[CH:6][C:5]([O:8][Si:9]([CH:16]([CH3:18])[CH3:17])([CH:13]([CH3:15])[CH3:14])[CH:10]([CH3:12])[CH3:11])=[CH:4][CH:3]=1)[OH:35])[C:25]1[CH:26]=[CH:27][CH:28]=[CH:29][CH:30]=1, predict the reactants needed to synthesize it. The reactants are: Br[C:2]1[CH:7]=[CH:6][C:5]([O:8][Si:9]([CH:16]([CH3:18])[CH3:17])([CH:13]([CH3:15])[CH3:14])[CH:10]([CH3:12])[CH3:11])=[CH:4][CH:3]=1.C([Li])CCC.[CH2:24]([O:31][C:32]1[CH:39]=[C:38]([O:40][CH2:41][O:42][CH3:43])[CH:37]=[CH:36][C:33]=1[CH:34]=[O:35])[C:25]1[CH:30]=[CH:29][CH:28]=[CH:27][CH:26]=1.O. (5) Given the product [NH2:1][C:2]1[CH:10]=[C:9]([OH:11])[CH:8]=[CH:7][C:3]=1[C:4]([NH2:6])=[O:5], predict the reactants needed to synthesize it. The reactants are: [NH2:1][C:2]1[CH:10]=[C:9]([O:11]C)[CH:8]=[CH:7][C:3]=1[C:4]([NH2:6])=[O:5].B(Br)(Br)Br. (6) The reactants are: [CH2:1]([O:3][C:4]([CH2:6][O:7][C:8]1[CH:30]=[CH:29][C:11]2[CH2:12][CH2:13][CH2:14][C@H:15]([NH:17][CH2:18][C@H:19]([OH:28])[CH2:20][O:21][C:22]3[CH:27]=[CH:26][CH:25]=[CH:24][CH:23]=3)[CH2:16][C:10]=2[CH:9]=1)=[O:5])[CH3:2].[ClH:31]. Given the product [ClH:31].[CH2:1]([O:3][C:4]([CH2:6][O:7][C:8]1[CH:30]=[CH:29][C:11]2[CH2:12][CH2:13][CH2:14][C@H:15]([NH:17][CH2:18][C@H:19]([OH:28])[CH2:20][O:21][C:22]3[CH:27]=[CH:26][CH:25]=[CH:24][CH:23]=3)[CH2:16][C:10]=2[CH:9]=1)=[O:5])[CH3:2], predict the reactants needed to synthesize it.